This data is from Full USPTO retrosynthesis dataset with 1.9M reactions from patents (1976-2016). The task is: Predict the reactants needed to synthesize the given product. (1) The reactants are: F[C:2]1[CH:7]=[CH:6][C:5]([CH:8]([OH:22])[CH:9]2[CH2:14][CH2:13][N:12]([C:15]([O:17][C:18]([CH3:21])([CH3:20])[CH3:19])=[O:16])[CH2:11][CH2:10]2)=[CH:4][C:3]=1[C:23](=[O:28])[C:24]([F:27])([F:26])[F:25].[NH3:29]. Given the product [NH2:29][C:2]1[CH:7]=[CH:6][C:5]([C:8]([CH:9]2[CH2:14][CH2:13][N:12]([C:15]([O:17][C:18]([CH3:21])([CH3:20])[CH3:19])=[O:16])[CH2:11][CH2:10]2)=[O:22])=[CH:4][C:3]=1[C:23](=[O:28])[C:24]([F:27])([F:26])[F:25], predict the reactants needed to synthesize it. (2) Given the product [CH2:7]([NH:9][C:10]([NH:11][NH:12][C:4](=[O:6])[CH2:3][O:2][CH3:1])=[S:13])[CH3:8], predict the reactants needed to synthesize it. The reactants are: [CH3:1][O:2][CH2:3][C:4]([OH:6])=O.[CH2:7]([NH:9][C:10](=[S:13])[NH:11][NH2:12])[CH3:8].C(N=C=NC(C)C)(C)C.OC1C2N=NNC=2C=CC=1.N(C(=S)N)N.C(=O)(O)[O-].[Na+]. (3) Given the product [F:17][C:16]([F:19])([F:18])[S:13]([O-:15])(=[O:14])=[O:12].[Br:9][C:4]1[CH:5]=[CH:6][CH:7]=[CH:8][C:3]=1[N+:2]([CH3:11])([CH3:10])[CH3:1], predict the reactants needed to synthesize it. The reactants are: [CH3:1][N:2]([CH3:10])[C:3]1[CH:8]=[CH:7][CH:6]=[CH:5][C:4]=1[Br:9].[CH3:11][O:12][S:13]([C:16]([F:19])([F:18])[F:17])(=[O:15])=[O:14]. (4) The reactants are: Br[C:2]1[CH:7]=[CH:6][C:5]([C:8]([N:10]2[CH2:15][CH2:14][N:13]([C:16]3[C:21]([CH3:22])=[CH:20][C:19]([CH:23]4[CH2:25][CH2:24]4)=[CH:18][N:17]=3)[CH2:12][CH2:11]2)=[O:9])=[C:4]([CH3:26])[CH:3]=1.[O:27]1[CH2:31][CH2:30][NH:29][C:28]1=[O:32]. Given the product [CH:23]1([C:19]2[CH:20]=[C:21]([CH3:22])[C:16]([N:13]3[CH2:14][CH2:15][N:10]([C:8]([C:5]4[CH:6]=[CH:7][C:2]([N:29]5[CH2:30][CH2:31][O:27][C:28]5=[O:32])=[CH:3][C:4]=4[CH3:26])=[O:9])[CH2:11][CH2:12]3)=[N:17][CH:18]=2)[CH2:25][CH2:24]1, predict the reactants needed to synthesize it. (5) Given the product [OH:24][C:25]([CH3:29])([CH3:28])[CH2:26][NH:27][C:20]([C:17]1[NH:18][N:19]=[C:15](/[CH:14]=[CH:13]/[C:12]2[C:8]([C:5]3[CH:4]=[CH:3][C:2]([F:1])=[CH:7][CH:6]=3)=[N:9][O:10][C:11]=2[CH3:23])[CH:16]=1)=[O:22], predict the reactants needed to synthesize it. The reactants are: [F:1][C:2]1[CH:7]=[CH:6][C:5]([C:8]2[C:12](/[CH:13]=[CH:14]/[C:15]3[CH:16]=[C:17]([C:20]([OH:22])=O)[NH:18][N:19]=3)=[C:11]([CH3:23])[O:10][N:9]=2)=[CH:4][CH:3]=1.[OH:24][C:25]([CH3:29])([CH3:28])[CH2:26][NH2:27].